This data is from Reaction yield outcomes from USPTO patents with 853,638 reactions. The task is: Predict the reaction yield, written as a fraction of the theoretical maximum amount of product (1.0 means a 100% yield; for example, 0.34 means a 34% yield). (1) The reactants are [Cl:1][C:2]1[CH:7]=[CH:6][C:5]([O:8][CH3:9])=[CH:4][C:3]=1[C:10]1[CH:20]=[C:19]([CH3:21])[C:13]2[N:14]=[C:15]([NH2:18])[N:16]=[N:17][C:12]=2[CH:11]=1.Br[C:23]1[CH:24]=[C:25]([S:29][CH2:30][CH2:31][N:32]2[CH2:36][CH2:35][CH2:34][CH2:33]2)[CH:26]=[CH:27][CH:28]=1.CC1(C)C2C(=C(P(C3C=CC=CC=3)C3C=CC=CC=3)C=CC=2)OC2C(P(C3C=CC=CC=3)C3C=CC=CC=3)=CC=CC1=2.CC(C)([O-])C.[K+]. The catalyst is O1CCOCC1.C([O-])(=O)C.[Pd+2].C([O-])(=O)C. The product is [Cl:1][C:2]1[CH:7]=[CH:6][C:5]([O:8][CH3:9])=[CH:4][C:3]=1[C:10]1[CH:20]=[C:19]([CH3:21])[C:13]2[N:14]=[C:15]([NH:18][C:23]3[CH:28]=[CH:27][CH:26]=[C:25]([S:29][CH2:30][CH2:31][N:32]4[CH2:33][CH2:34][CH2:35][CH2:36]4)[CH:24]=3)[N:16]=[N:17][C:12]=2[CH:11]=1. The yield is 0.740. (2) The reactants are C([O-])([O-])=O.[K+].[K+].[CH2:7]([O:14][C:15]([NH:17][C@@H:18]([C:26]([NH:28][O:29][CH3:30])=[O:27])[C@@H:19](CS([O-])(=O)=O)[CH3:20])=[O:16])[C:8]1[CH:13]=[CH:12][CH:11]=[CH:10][CH:9]=1. The catalyst is CC(C)=O. The product is [CH2:7]([O:14][C:15](=[O:16])[NH:17][C@@H:18]1[C:26](=[O:27])[N:28]([O:29][CH3:30])[C@H:19]1[CH3:20])[C:8]1[CH:13]=[CH:12][CH:11]=[CH:10][CH:9]=1. The yield is 0.780.